This data is from Reaction yield outcomes from USPTO patents with 853,638 reactions. The task is: Predict the reaction yield, written as a fraction of the theoretical maximum amount of product (1.0 means a 100% yield; for example, 0.34 means a 34% yield). The reactants are C(N(CC)CC)C.[S:8]1[CH:12]=[CH:11][CH:10]=[C:9]1[C:13](Cl)=[O:14].[CH2:16]([O:23][C:24]1[C:25]([CH3:33])=[C:26]([CH3:32])[C:27]([NH2:31])=[N:28][C:29]=1[CH3:30])[C:17]1[CH:22]=[CH:21][CH:20]=[CH:19][CH:18]=1. The catalyst is C(Cl)Cl. The product is [CH2:16]([O:23][C:24]1[C:25]([CH3:33])=[C:26]([CH3:32])[C:27]([NH:31][C:13]([C:9]2[S:8][CH:12]=[CH:11][CH:10]=2)=[O:14])=[N:28][C:29]=1[CH3:30])[C:17]1[CH:18]=[CH:19][CH:20]=[CH:21][CH:22]=1. The yield is 0.640.